Task: Regression. Given two drug SMILES strings and cell line genomic features, predict the synergy score measuring deviation from expected non-interaction effect.. Dataset: NCI-60 drug combinations with 297,098 pairs across 59 cell lines (1) Drug 1: CC1C(C(CC(O1)OC2CC(CC3=C2C(=C4C(=C3O)C(=O)C5=C(C4=O)C(=CC=C5)OC)O)(C(=O)C)O)N)O.Cl. Drug 2: CC12CCC3C(C1CCC2OP(=O)(O)O)CCC4=C3C=CC(=C4)OC(=O)N(CCCl)CCCl.[Na+]. Cell line: COLO 205. Synergy scores: CSS=20.9, Synergy_ZIP=2.44, Synergy_Bliss=-0.405, Synergy_Loewe=-27.0, Synergy_HSA=-2.04. (2) Drug 1: CC1C(C(=O)NC(C(=O)N2CCCC2C(=O)N(CC(=O)N(C(C(=O)O1)C(C)C)C)C)C(C)C)NC(=O)C3=C4C(=C(C=C3)C)OC5=C(C(=O)C(=C(C5=N4)C(=O)NC6C(OC(=O)C(N(C(=O)CN(C(=O)C7CCCN7C(=O)C(NC6=O)C(C)C)C)C)C(C)C)C)N)C. Drug 2: COC1=C2C(=CC3=C1OC=C3)C=CC(=O)O2. Cell line: CCRF-CEM. Synergy scores: CSS=9.42, Synergy_ZIP=-11.2, Synergy_Bliss=-10.8, Synergy_Loewe=-36.5, Synergy_HSA=-11.8. (3) Drug 1: CS(=O)(=O)C1=CC(=C(C=C1)C(=O)NC2=CC(=C(C=C2)Cl)C3=CC=CC=N3)Cl. Drug 2: C1C(C(OC1N2C=NC3=C(N=C(N=C32)Cl)N)CO)O. Cell line: A498. Synergy scores: CSS=2.30, Synergy_ZIP=-1.73, Synergy_Bliss=-1.06, Synergy_Loewe=-2.49, Synergy_HSA=-1.18. (4) Drug 1: CC1=CC2C(CCC3(C2CCC3(C(=O)C)OC(=O)C)C)C4(C1=CC(=O)CC4)C. Drug 2: CCCCC(=O)OCC(=O)C1(CC(C2=C(C1)C(=C3C(=C2O)C(=O)C4=C(C3=O)C=CC=C4OC)O)OC5CC(C(C(O5)C)O)NC(=O)C(F)(F)F)O. Cell line: MCF7. Synergy scores: CSS=-11.3, Synergy_ZIP=3.45, Synergy_Bliss=-0.505, Synergy_Loewe=-9.37, Synergy_HSA=-11.3. (5) Drug 1: CC1=C(N=C(N=C1N)C(CC(=O)N)NCC(C(=O)N)N)C(=O)NC(C(C2=CN=CN2)OC3C(C(C(C(O3)CO)O)O)OC4C(C(C(C(O4)CO)O)OC(=O)N)O)C(=O)NC(C)C(C(C)C(=O)NC(C(C)O)C(=O)NCCC5=NC(=CS5)C6=NC(=CS6)C(=O)NCCC[S+](C)C)O. Drug 2: CN(CC1=CN=C2C(=N1)C(=NC(=N2)N)N)C3=CC=C(C=C3)C(=O)NC(CCC(=O)O)C(=O)O. Cell line: NCI-H226. Synergy scores: CSS=28.9, Synergy_ZIP=-12.5, Synergy_Bliss=-7.08, Synergy_Loewe=-2.91, Synergy_HSA=-3.09.